Dataset: Reaction yield outcomes from USPTO patents with 853,638 reactions. Task: Predict the reaction yield, written as a fraction of the theoretical maximum amount of product (1.0 means a 100% yield; for example, 0.34 means a 34% yield). (1) The reactants are [F:1][CH:2]([F:35])[O:3][C:4]1[N:9]=[C:8]([CH3:10])[C:7]([C:11]2[C:12]([CH3:33])=[C:13]([CH:30]=[CH:31][CH:32]=2)[CH2:14][NH:15][C:16]2[CH:29]=[CH:28][C:19]3[C@H:20]([CH2:23][C:24]([O:26]C)=[O:25])[CH2:21][O:22][C:18]=3[CH:17]=2)=[C:6]([CH3:34])[N:5]=1.[OH-].[Na+].Cl.[Cl-].[Ca+2:40].[Cl-]. The catalyst is CO.O1CCCC1.O. The product is [F:35][CH:2]([F:1])[O:3][C:4]1[N:9]=[C:8]([CH3:10])[C:7]([C:11]2[C:12]([CH3:33])=[C:13]([CH:30]=[CH:31][CH:32]=2)[CH2:14][NH:15][C:16]2[CH:29]=[CH:28][C:19]3[C@H:20]([CH2:23][C:24]([O-:26])=[O:25])[CH2:21][O:22][C:18]=3[CH:17]=2)=[C:6]([CH3:34])[N:5]=1.[Ca+2:40].[F:35][CH:2]([F:1])[O:3][C:4]1[N:9]=[C:8]([CH3:10])[C:7]([C:11]2[C:12]([CH3:33])=[C:13]([CH:30]=[CH:31][CH:32]=2)[CH2:14][NH:15][C:16]2[CH:29]=[CH:28][C:19]3[C@H:20]([CH2:23][C:24]([O-:26])=[O:25])[CH2:21][O:22][C:18]=3[CH:17]=2)=[C:6]([CH3:34])[N:5]=1. The yield is 0.440. (2) The reactants are C[N:2](C)[CH:3]=[CH:4][C:5]([C:7]1[C:12](=[O:13])[CH:11]=[CH:10][N:9]([C:14]2[CH:19]=[CH:18][CH:17]=[CH:16][C:15]=2[O:20][CH3:21])[N:8]=1)=O.[C:23]1([NH:29]N)[CH:28]=[CH:27][CH:26]=[CH:25][CH:24]=1. The catalyst is CO. The product is [CH3:21][O:20][C:15]1[CH:16]=[CH:17][CH:18]=[CH:19][C:14]=1[N:9]1[CH:10]=[CH:11][C:12](=[O:13])[C:7]([C:5]2[N:29]([C:23]3[CH:28]=[CH:27][CH:26]=[CH:25][CH:24]=3)[N:2]=[CH:3][CH:4]=2)=[N:8]1. The yield is 0.0500. (3) The reactants are [NH2:1][C:2]1[N:29]=[CH:28][CH:27]=[CH:26][C:3]=1[C:4]([NH:6][CH2:7][C:8]1[CH:13]=[CH:12][C:11]([O:14][CH2:15][C:16]2[CH:21]=[CH:20][CH:19]=[CH:18][CH:17]=2)=[C:10]([O:22]COC)[CH:9]=1)=[O:5].Cl.C(=O)(O)[O-].[Na+]. The catalyst is CO. The product is [NH2:1][C:2]1[N:29]=[CH:28][CH:27]=[CH:26][C:3]=1[C:4]([NH:6][CH2:7][C:8]1[CH:13]=[CH:12][C:11]([O:14][CH2:15][C:16]2[CH:21]=[CH:20][CH:19]=[CH:18][CH:17]=2)=[C:10]([OH:22])[CH:9]=1)=[O:5]. The yield is 0.290. (4) The reactants are [C:1](OC(=O)C)(=[O:3])[CH3:2].[OH:8][C:9]1[CH:18]=[C:17]([OH:19])[CH:16]=[CH:15][C:10]=1[C:11]([O:13][CH3:14])=[O:12].O. The catalyst is B(F)(F)F.CCOCC. The product is [C:1]([C:16]1[C:17]([OH:19])=[CH:18][C:9]([OH:8])=[C:10]([CH:15]=1)[C:11]([O:13][CH3:14])=[O:12])(=[O:3])[CH3:2]. The yield is 0.420. (5) The reactants are [OH:1][C:2]1[CH:3]=[N:4][C:5]2[C:10]([CH:11]=1)=[CH:9][C:8]([CH2:12][C:13]([O:15][C:16]([CH3:19])([CH3:18])[CH3:17])=[O:14])=[CH:7][CH:6]=2.C1(P(C2C=CC=CC=2)C2C=CC=CC=2)C=CC=CC=1.[CH3:39][O:40][CH2:41][CH2:42]O.N(C(OC(C)(C)C)=O)=NC(OC(C)(C)C)=O. The catalyst is CCOC(C)=O.C1C=CC=CC=1. The product is [CH3:39][O:40][CH2:41][CH2:42][O:1][C:2]1[CH:3]=[N:4][C:5]2[C:10]([CH:11]=1)=[CH:9][C:8]([CH2:12][C:13]([O:15][C:16]([CH3:19])([CH3:18])[CH3:17])=[O:14])=[CH:7][CH:6]=2. The yield is 0.820. (6) The reactants are C[O:2][C:3]([C@@H:5]1[CH2:13][C:12]2[C:7](=[CH:8][CH:9]=[CH:10][CH:11]=2)[N:6]1[C:14](=[O:27])[CH2:15][O:16][C:17]1[C:26]2[C:21](=[CH:22][CH:23]=[CH:24][CH:25]=2)[CH:20]=[CH:19][CH:18]=1)=[O:4].[Li+].[OH-]. The catalyst is O1CCCC1. The product is [C:17]1([O:16][CH2:15][C:14]([N:6]2[C:7]3[C:12](=[CH:11][CH:10]=[CH:9][CH:8]=3)[CH2:13][C@H:5]2[C:3]([OH:4])=[O:2])=[O:27])[C:26]2[C:21](=[CH:22][CH:23]=[CH:24][CH:25]=2)[CH:20]=[CH:19][CH:18]=1. The yield is 0.960. (7) The reactants are C(O[C:5](=[O:7])[CH3:6])(=O)C.[Cl:8][C:9]1[CH:15]=[CH:14][C:12]([NH2:13])=[CH:11][C:10]=1[OH:16]. The yield is 0.930. The product is [Cl:8][C:9]1[CH:15]=[CH:14][C:12]([NH:13][C:5](=[O:7])[CH3:6])=[CH:11][C:10]=1[OH:16]. The catalyst is C(O)(=O)C.